This data is from Peptide-MHC class I binding affinity with 185,985 pairs from IEDB/IMGT. The task is: Regression. Given a peptide amino acid sequence and an MHC pseudo amino acid sequence, predict their binding affinity value. This is MHC class I binding data. (1) The peptide sequence is LLFQLCTFT. The MHC is HLA-A68:02 with pseudo-sequence HLA-A68:02. The binding affinity (normalized) is 0.376. (2) The peptide sequence is ELPQWLSANR. The MHC is HLA-A03:01 with pseudo-sequence HLA-A03:01. The binding affinity (normalized) is 0.290. (3) The peptide sequence is GAASLTLTAQ. The MHC is Mamu-A2201 with pseudo-sequence Mamu-A2201. The binding affinity (normalized) is 0.